From a dataset of Reaction yield outcomes from USPTO patents with 853,638 reactions. Predict the reaction yield, written as a fraction of the theoretical maximum amount of product (1.0 means a 100% yield; for example, 0.34 means a 34% yield). (1) The reactants are [C:1]([CH2:3][C:4]([NH:6][NH2:7])=[O:5])#[N:2].[OH-].[Na+].Cl.[CH2:11](O)[CH3:12].O. The catalyst is O. The product is [O:5]=[C:4]1[C:3]([C:1]#[N:2])=[CH:12][CH:11]=[N:7][NH:6]1. The yield is 0.210. (2) The reactants are [C:1]([NH:8][CH2:9][CH2:10][CH2:11][OH:12])([O:3][C:4]([CH3:7])([CH3:6])[CH3:5])=[O:2].CC(OI1(OC(C)=O)(OC(C)=O)OC(=O)C2C=CC=CC1=2)=O.[O-]S([O-])(=S)=O.[Na+].[Na+]. The catalyst is O.CCOCC.C([O-])(O)=O.[Na+]. The product is [C:1]([NH:8][CH2:9][CH2:10][CH:11]=[O:12])([O:3][C:4]([CH3:5])([CH3:6])[CH3:7])=[O:2]. The yield is 0.856.